From a dataset of Forward reaction prediction with 1.9M reactions from USPTO patents (1976-2016). Predict the product of the given reaction. (1) The product is: [F:1][C:2]1[C:8]([O:19][C:13]2[CH:18]=[CH:17][CH:16]=[CH:15][CH:14]=2)=[CH:7][CH:6]=[C:5]([N+:10]([O-:12])=[O:11])[C:3]=1[NH2:4]. Given the reactants [F:1][C:2]1[C:8](F)=[CH:7][CH:6]=[C:5]([N+:10]([O-:12])=[O:11])[C:3]=1[NH2:4].[C:13]1([OH:19])[CH:18]=[CH:17][CH:16]=[CH:15][CH:14]=1.C(=O)([O-])[O-].[K+].[K+], predict the reaction product. (2) Given the reactants ClC(N(C)C)=C(C)C.[CH3:9][O:10][C:11]1[CH:16]=[CH:15][C:14]([NH:17][C:18](=[O:34])[C:19]2[CH:24]=[C:23]([CH2:25][NH:26][C:27]([C:29]([CH3:32])([CH3:31])[CH3:30])=[O:28])[CH:22]=[CH:21][C:20]=2[Cl:33])=[CH:13][C:12]=1[C:35]([OH:37])=O.[NH2:38][C:39]1[CH:44]=[C:43]([C:45]([F:48])([F:47])[F:46])[CH:42]=[CH:41][N:40]=1, predict the reaction product. The product is: [CH3:9][O:10][C:11]1[CH:16]=[CH:15][C:14]([NH:17][C:18](=[O:34])[C:19]2[CH:24]=[C:23]([CH2:25][NH:26][C:27]([C:29]([CH3:31])([CH3:32])[CH3:30])=[O:28])[CH:22]=[CH:21][C:20]=2[Cl:33])=[CH:13][C:12]=1[C:35]([NH:38][C:39]1[CH:44]=[C:43]([C:45]([F:47])([F:46])[F:48])[CH:42]=[CH:41][N:40]=1)=[O:37]. (3) Given the reactants [H-].[H-].[H-].[H-].[Li+].[Al+3].[CH3:7][C:8](=[CH:10][CH2:11][CH2:12][C@H:13]([CH2:15][CH:16]=[O:17])[CH3:14])[CH3:9], predict the reaction product. The product is: [CH3:7][C:8](=[CH:10][CH2:11][CH2:12][CH:13]([CH2:15][CH2:16][OH:17])[CH3:14])[CH3:9]. (4) Given the reactants [Cl:1][C:2]1[CH:3]=[C:4]([NH:10][C@H:11]([C@H:15]([OH:17])[CH3:16])[C:12]([OH:14])=O)[CH:5]=[CH:6][C:7]=1[C:8]#[N:9].[C:18]([C:20]1[CH:29]=[CH:28][C:23]([C:24]([NH:26][NH2:27])=[O:25])=[CH:22][CH:21]=1)#[N:19].O.ON1C2C=CC=CC=2N=N1.Cl.CN(C)CCCN=C=NCC.C(N(CC)CC)C, predict the reaction product. The product is: [Cl:1][C:2]1[CH:3]=[C:4]([NH:10][C@H:11]([C@H:15]([OH:17])[CH3:16])[C:12]([NH:27][NH:26][C:24](=[O:25])[C:23]2[CH:22]=[CH:21][C:20]([C:18]#[N:19])=[CH:29][CH:28]=2)=[O:14])[CH:5]=[CH:6][C:7]=1[C:8]#[N:9]. (5) Given the reactants C(OC(=O)NC[CH2:9][O:10][C:11]1[CH:12]=[CH:13][C:14]2[N:20]3[C:21]([CH3:24])=[N:22][N:23]=[C:19]3[C@H:18]([CH2:25][C:26]([NH:28][CH2:29][CH3:30])=[O:27])[N:17]=[C:16]([C:31]3[CH:36]=[CH:35][C:34]([Cl:37])=[CH:33][CH:32]=3)[C:15]=2[CH:38]=1)(C)(C)C.C1(S(OC[CH2:51][CH2:52][NH:53][C:54]([O:56][C:57]([CH3:60])([CH3:59])[CH3:58])=[O:55])(=O)=O)C=CC=CC=1, predict the reaction product. The product is: [C:57]([O:56][C:54](=[O:55])[NH:53][CH2:52][CH2:51][CH2:9][O:10][C:11]1[CH:12]=[CH:13][C:14]2[N:20]3[C:21]([CH3:24])=[N:22][N:23]=[C:19]3[C@H:18]([CH2:25][C:26]([NH:28][CH2:29][CH3:30])=[O:27])[N:17]=[C:16]([C:31]3[CH:32]=[CH:33][C:34]([Cl:37])=[CH:35][CH:36]=3)[C:15]=2[CH:38]=1)([CH3:60])([CH3:59])[CH3:58]. (6) Given the reactants [OH:1][CH2:2][C:3]1[CH:8]=[CH:7][C:6]([CH:9]2[CH:14]([CH2:15][O:16][C:17]([C:30]3[CH:35]=[CH:34][CH:33]=[CH:32][CH:31]=3)([C:24]3[CH:29]=[CH:28][CH:27]=[CH:26][CH:25]=3)[C:18]3[CH:23]=[CH:22][CH:21]=[CH:20][CH:19]=3)[CH2:13][N:12]([C:36]([O:38][C:39]([CH3:42])([CH3:41])[CH3:40])=[O:37])[CH2:11][CH:10]2[O:43][CH2:44][C:45]2[CH:54]=[CH:53][C:52]3[C:47](=[CH:48][CH:49]=[CH:50][CH:51]=3)[CH:46]=2)=[CH:5][CH:4]=1.[CH2:55]([N:62]=[C:63]=[O:64])[C:56]1[CH:61]=[CH:60][CH:59]=[CH:58][CH:57]=1, predict the reaction product. The product is: [CH2:55]([NH:62][C:63]([O:1][CH2:2][C:3]1[CH:8]=[CH:7][C:6]([CH:9]2[CH:14]([CH2:15][O:16][C:17]([C:18]3[CH:19]=[CH:20][CH:21]=[CH:22][CH:23]=3)([C:30]3[CH:35]=[CH:34][CH:33]=[CH:32][CH:31]=3)[C:24]3[CH:29]=[CH:28][CH:27]=[CH:26][CH:25]=3)[CH2:13][N:12]([C:36]([O:38][C:39]([CH3:42])([CH3:40])[CH3:41])=[O:37])[CH2:11][CH:10]2[O:43][CH2:44][C:45]2[CH:54]=[CH:53][C:52]3[C:47](=[CH:48][CH:49]=[CH:50][CH:51]=3)[CH:46]=2)=[CH:5][CH:4]=1)=[O:64])[C:56]1[CH:61]=[CH:60][CH:59]=[CH:58][CH:57]=1. (7) The product is: [CH3:13][O:12][C:1]([C:2]1[CH:3]=[CH:4][C:5]([C:6]([NH:20][C:21]2[CH:36]=[CH:35][C:24]([C:25]([O:27][CH2:28][C:29]3[CH:34]=[CH:33][CH:32]=[CH:31][CH:30]=3)=[O:26])=[CH:23][CH:22]=2)=[O:8])=[CH:9][CH:10]=1)=[O:11]. Given the reactants [C:1]([O:12][CH3:13])(=[O:11])[C:2]1[CH:10]=[CH:9][C:5]([C:6]([O-:8])=O)=[CH:4][CH:3]=1.C(Cl)(=O)C(Cl)=O.[NH2:20][C:21]1[CH:36]=[CH:35][C:24]([C:25]([O:27][CH2:28][C:29]2[CH:34]=[CH:33][CH:32]=[CH:31][CH:30]=2)=[O:26])=[CH:23][CH:22]=1.C(N(CC)CC)C, predict the reaction product.